This data is from Forward reaction prediction with 1.9M reactions from USPTO patents (1976-2016). The task is: Predict the product of the given reaction. Given the reactants [NH2:1][C:2]1[CH:3]=[C:4]([OH:11])[C:5](=[CH:9][CH:10]=1)[C:6]([OH:8])=[O:7].[NH+]1C=CC=CC=1.CN(C)CCCN=C=NCC.Cl.[CH2:30](O)[C:31]1[CH:36]=[CH:35][CH:34]=[CH:33][CH:32]=1.[OH-].[Na+], predict the reaction product. The product is: [CH2:30]([O:7][C:6](=[O:8])[C:5]1[CH:9]=[CH:10][C:2]([NH2:1])=[CH:3][C:4]=1[OH:11])[C:31]1[CH:36]=[CH:35][CH:34]=[CH:33][CH:32]=1.